Dataset: Full USPTO retrosynthesis dataset with 1.9M reactions from patents (1976-2016). Task: Predict the reactants needed to synthesize the given product. (1) Given the product [C:1]([O:4][CH2:5][C@@H:6]1[C@@H:11]([O:12][C:13](=[O:15])[CH3:14])[C@H:10]([O:16][C:17](=[O:19])[CH3:18])[C@@H:9]([O:20][C:21](=[O:23])[CH3:22])[C@H:8]([N:24]2[C:32]3[C:27](=[C:28]([CH3:33])[CH:29]=[CH:30][CH:31]=3)[C:26]([CH2:34][C:36]3[CH:37]=[CH:38][C:39]([O:42][CH2:43][C:44]4[CH:49]=[CH:48][CH:47]=[CH:46][CH:45]=4)=[CH:40][CH:41]=3)=[CH:25]2)[O:7]1)(=[O:3])[CH3:2], predict the reactants needed to synthesize it. The reactants are: [C:1]([O:4][CH2:5][C@@H:6]1[C@@H:11]([O:12][C:13](=[O:15])[CH3:14])[C@H:10]([O:16][C:17](=[O:19])[CH3:18])[C@@H:9]([O:20][C:21](=[O:23])[CH3:22])[C@H:8]([N:24]2[C:32]3[C:27](=[C:28]([CH3:33])[CH:29]=[CH:30][CH:31]=3)[C:26]([CH:34]([C:36]3[CH:41]=[CH:40][C:39]([O:42][CH2:43][C:44]4[CH:49]=[CH:48][CH:47]=[CH:46][CH:45]=4)=[CH:38][CH:37]=3)O)=[CH:25]2)[O:7]1)(=[O:3])[CH3:2].C([SiH](CC)CC)C.B(F)(F)F.CCOCC.C([O-])(O)=O.[Na+]. (2) Given the product [Cl:21][C:11]1[CH:12]=[C:13]2[C:8](=[C:9]([Cl:22])[CH:10]=1)[N:7]=[C:6]([N:24]1[CH2:28][CH2:27][CH2:26][CH2:25]1)[C:5]([C:3]([OH:2])=[O:4])=[C:14]2[C:15]1[CH:16]=[CH:17][CH:18]=[CH:19][CH:20]=1, predict the reactants needed to synthesize it. The reactants are: C[O:2][C:3]([C:5]1[C:6](Cl)=[N:7][C:8]2[C:13]([C:14]=1[C:15]1[CH:20]=[CH:19][CH:18]=[CH:17][CH:16]=1)=[CH:12][C:11]([Cl:21])=[CH:10][C:9]=2[Cl:22])=[O:4].[NH:24]1[CH2:28][CH2:27][CH2:26][CH2:25]1.